The task is: Predict the reactants needed to synthesize the given product.. This data is from Full USPTO retrosynthesis dataset with 1.9M reactions from patents (1976-2016). (1) Given the product [C:73]1([CH2:72][C@H:65]([NH:64][C:37](=[O:38])[C@@H:36]([NH:40][C:41](=[O:55])[C@@H:42]([NH:45][C:46](=[O:54])[CH2:47][N:48]2[CH2:49][CH2:50][O:51][CH2:52][CH2:53]2)[CH2:43][OH:44])[C@H:35]([OH:34])[C:56]2[CH:61]=[CH:60][C:59]([O:62][CH3:63])=[CH:58][CH:57]=2)[C:66]([C@@:68]2([CH3:71])[CH2:70][O:69]2)=[O:67])[CH2:78][CH2:77][CH2:76][CH2:75][CH:74]=1, predict the reactants needed to synthesize it. The reactants are: CN(C(ON1N=NC2C=CC=NC1=2)=[N+](C)C)C.F[P-](F)(F)(F)(F)F.CCN(C(C)C)C(C)C.[OH:34][C@H:35]([C:56]1[CH:61]=[CH:60][C:59]([O:62][CH3:63])=[CH:58][CH:57]=1)[C@H:36]([NH:40][C:41](=[O:55])[C@@H:42]([NH:45][C:46](=[O:54])[CH2:47][N:48]1[CH2:53][CH2:52][O:51][CH2:50][CH2:49]1)[CH2:43][OH:44])[C:37](O)=[O:38].[NH2:64][C@@H:65]([CH2:72][C:73]1[CH2:78][CH2:77][CH2:76][CH2:75][CH:74]=1)[C:66]([C@@:68]1([CH3:71])[CH2:70][O:69]1)=[O:67]. (2) Given the product [NH:26]1[C:27]2[C:23](=[C:22]([NH:21][C:2]3[C:3]4[CH:4]=[CH:5][C:6]([NH:20][CH2:19][C:17]5[O:18][C:14]([CH3:13])=[CH:15][CH:16]=5)=[N:7][C:8]=4[CH:9]=[CH:10][CH:11]=3)[CH:30]=[CH:29][CH:28]=2)[CH:24]=[CH:25]1, predict the reactants needed to synthesize it. The reactants are: I[C:2]1[CH:11]=[CH:10][CH:9]=[C:8]2[C:3]=1[CH:4]=[CH:5][C:6](Cl)=[N:7]2.[CH3:13][C:14]1[O:18][C:17]([CH2:19][NH2:20])=[CH:16][CH:15]=1.[NH2:21][C:22]1[CH:30]=[CH:29][CH:28]=[C:27]2[C:23]=1[CH:24]=[CH:25][NH:26]2. (3) Given the product [C:1]([O:5][C:6]1[N:11]=[C:10]([CH2:12][CH2:13][N:23]2[CH2:22][CH2:21][CH:20]([CH2:19][O:18][C:17]3[CH:26]=[CH:27][CH:28]=[CH:29][C:16]=3[F:15])[CH2:25][CH2:24]2)[CH:9]=[CH:8][N:7]=1)([CH3:4])([CH3:3])[CH3:2], predict the reactants needed to synthesize it. The reactants are: [C:1]([O:5][C:6]1[N:11]=[C:10]([CH:12]=[CH2:13])[CH:9]=[CH:8][N:7]=1)([CH3:4])([CH3:3])[CH3:2].Cl.[F:15][C:16]1[CH:29]=[CH:28][CH:27]=[CH:26][C:17]=1[O:18][CH2:19][CH:20]1[CH2:25][CH2:24][NH:23][CH2:22][CH2:21]1.C(=O)([O-])[O-].[K+].[K+].C(OCC)(=O)C. (4) Given the product [O:26]=[C:25]([NH:6][C:5]1[CH:7]=[CH:8][CH:9]=[C:3]([C:2]([F:10])([F:11])[F:1])[CH:4]=1)[CH2:21][C:22]([O:23][CH2:17][CH3:18])=[O:28], predict the reactants needed to synthesize it. The reactants are: [F:1][C:2]([F:11])([F:10])[C:3]1[CH:4]=[C:5]([CH:7]=[CH:8][CH:9]=1)[NH2:6].C(N([CH2:17][CH3:18])CC)C.C([CH:21]([C:25](Cl)=[O:26])[C:22](Cl)=[O:23])C.[OH2:28]. (5) Given the product [C:31]([C:15]1[C:16]2[C:21](=[CH:20][CH:19]=[C:18]([O:24][C:25]3[CH:26]=[CH:27][CH:28]=[CH:29][CH:30]=3)[CH:17]=2)[C:22]([OH:23])=[C:13]([C:11]([NH:10][C@H:8]([CH3:9])[C@H:7]([CH3:33])[C:6]([OH:34])=[O:5])=[O:12])[N:14]=1)#[N:32], predict the reactants needed to synthesize it. The reactants are: C([O:5][C:6](=[O:34])[C@@H:7]([CH3:33])[C@H:8]([NH:10][C:11]([C:13]1[N:14]=[C:15]([C:31]#[N:32])[C:16]2[C:21]([C:22]=1[OH:23])=[CH:20][CH:19]=[C:18]([O:24][C:25]1[CH:30]=[CH:29][CH:28]=[CH:27][CH:26]=1)[CH:17]=2)=[O:12])[CH3:9])(C)(C)C.FC(F)(F)C(O)=O.